This data is from Peptide-MHC class II binding affinity with 134,281 pairs from IEDB. The task is: Regression. Given a peptide amino acid sequence and an MHC pseudo amino acid sequence, predict their binding affinity value. This is MHC class II binding data. (1) The peptide sequence is SPHHKKLAQAVMEMT. The MHC is HLA-DQA10501-DQB10302 with pseudo-sequence HLA-DQA10501-DQB10302. The binding affinity (normalized) is 0.363. (2) The peptide sequence is HRDNIEDDLLNRNNT. The MHC is HLA-DPA10201-DPB11401 with pseudo-sequence HLA-DPA10201-DPB11401. The binding affinity (normalized) is 0.